Dataset: Forward reaction prediction with 1.9M reactions from USPTO patents (1976-2016). Task: Predict the product of the given reaction. The product is: [NH2:1][C:2]1[N:6]([CH:7]2[CH2:12][CH2:11][CH2:10][N:9]([C:32]#[N:31])[CH2:8]2)[N:5]=[C:4]([C:13]2[CH:18]=[CH:17][C:16]([O:19][C:20]3[CH:25]=[C:24]([F:26])[CH:23]=[CH:22][C:21]=3[F:27])=[CH:15][CH:14]=2)[C:3]=1[C:28]([NH2:30])=[O:29]. Given the reactants [NH2:1][C:2]1[N:6]([CH:7]2[CH2:12][CH2:11][CH2:10][NH:9][CH2:8]2)[N:5]=[C:4]([C:13]2[CH:18]=[CH:17][C:16]([O:19][C:20]3[CH:25]=[C:24]([F:26])[CH:23]=[CH:22][C:21]=3[F:27])=[CH:15][CH:14]=2)[C:3]=1[C:28]([NH2:30])=[O:29].[N:31]#[C:32]Br.C(=O)([O-])[O-].[K+].[K+], predict the reaction product.